Predict which catalyst facilitates the given reaction. From a dataset of Catalyst prediction with 721,799 reactions and 888 catalyst types from USPTO. (1) Reactant: [Br:1][C:2]1[N:7]=[C:6]2[C:8]([C:12]3[CH:17]=[CH:16][C:15]([CH2:18][N:19]4[CH2:24][CH2:23][O:22][CH2:21][CH2:20]4)=[CH:14][N+:13]=3[O-])=[C:9]([OH:11])[NH:10][C:5]2=[CH:4][CH:3]=1.P(Cl)(Cl)Cl. Product: [Br:1][C:2]1[N:7]=[C:6]2[C:8]([C:12]3[CH:17]=[CH:16][C:15]([CH2:18][N:19]4[CH2:20][CH2:21][O:22][CH2:23][CH2:24]4)=[CH:14][N:13]=3)=[C:9]([OH:11])[NH:10][C:5]2=[CH:4][CH:3]=1. The catalyst class is: 13. (2) Reactant: C[O:2][C:3]([C:5]1[CH:6]=[C:7]2[C:11](=[CH:12][CH:13]=1)[N:10]([CH2:14][C:15]([N:17]1[C@H:22]([C:23](=[O:34])[NH:24][CH2:25][C:26]3[CH:31]=[CH:30][CH:29]=[C:28]([Cl:32])[C:27]=3[F:33])[CH2:21][C@@H:20]3[C@H:18]1[CH2:19]3)=[O:16])[CH:9]=[C:8]2[C:35](=[O:37])[CH3:36])=[O:4].[Li+].[OH-].Cl. Product: [C:35]([C:8]1[C:7]2[C:11](=[CH:12][CH:13]=[C:5]([C:3]([OH:4])=[O:2])[CH:6]=2)[N:10]([CH2:14][C:15]([N:17]2[C@H:22]([C:23](=[O:34])[NH:24][CH2:25][C:26]3[CH:31]=[CH:30][CH:29]=[C:28]([Cl:32])[C:27]=3[F:33])[CH2:21][C@@H:20]3[C@H:18]2[CH2:19]3)=[O:16])[CH:9]=1)(=[O:37])[CH3:36]. The catalyst class is: 20.